From a dataset of NCI-60 drug combinations with 297,098 pairs across 59 cell lines. Regression. Given two drug SMILES strings and cell line genomic features, predict the synergy score measuring deviation from expected non-interaction effect. Drug 1: C1CCC(C1)C(CC#N)N2C=C(C=N2)C3=C4C=CNC4=NC=N3. Drug 2: C1C(C(OC1N2C=NC3=C(N=C(N=C32)Cl)N)CO)O. Cell line: NCI-H322M. Synergy scores: CSS=-5.60, Synergy_ZIP=1.55, Synergy_Bliss=-0.682, Synergy_Loewe=-2.49, Synergy_HSA=-2.62.